Dataset: Full USPTO retrosynthesis dataset with 1.9M reactions from patents (1976-2016). Task: Predict the reactants needed to synthesize the given product. (1) The reactants are: [CH3:1][C:2]1[CH:7]=[C:6]([CH3:8])[N:5]=[C:4]([N:9]2[CH2:14][CH2:13][O:12][CH2:11][CH2:10]2)[N:3]=1.[I:15]N1C(=O)CCC1=O.C(#N)C.S([O-])([O-])(=O)=S.[Na+].[Na+]. Given the product [I:15][C:7]1[C:2]([CH3:1])=[N:3][C:4]([N:9]2[CH2:10][CH2:11][O:12][CH2:13][CH2:14]2)=[N:5][C:6]=1[CH3:8], predict the reactants needed to synthesize it. (2) Given the product [Cl:1][C:2]1[CH:3]=[C:4]([CH2:14][C:15]2[O:19][C:18]([C:20]3[NH:24][C:23]4[CH:25]=[CH:26][C:27]([CH2:29][OH:30])=[CH:28][C:22]=4[N:21]=3)=[CH:17][CH:16]=2)[C:5]2[O:9][C:8]([CH:10]([CH3:11])[CH3:12])=[CH:7][C:6]=2[CH:13]=1, predict the reactants needed to synthesize it. The reactants are: [Cl:1][C:2]1[CH:3]=[C:4]([CH2:14][C:15]2[O:19][C:18]([C:20]3[NH:24][C:23]4[CH:25]=[CH:26][C:27]([C:29](OC)=[O:30])=[CH:28][C:22]=4[N:21]=3)=[CH:17][CH:16]=2)[C:5]2[O:9][C:8]([CH:10]([CH3:12])[CH3:11])=[CH:7][C:6]=2[CH:13]=1.[H-].[Al+3].[Li+].[H-].[H-].[H-]. (3) Given the product [Cl:1][C:2]1[N:7]=[C:6]([NH2:8])[C:5]([NH2:9])=[CH:4][CH:3]=1, predict the reactants needed to synthesize it. The reactants are: [Cl:1][C:2]1[N:7]=[C:6]([NH2:8])[C:5]([N+:9]([O-])=O)=[CH:4][CH:3]=1.[Sn](Cl)Cl.[BH4-].[Na+]. (4) Given the product [Cl:1][C:2]1[CH:3]=[C:4]([F:20])[C:5]([N:8]2[C:17](=[O:18])[CH:11]3[CH2:12][CH:13]([F:27])[CH2:14][CH2:15][N:10]3[C:9]2=[O:19])=[N:6][CH:7]=1, predict the reactants needed to synthesize it. The reactants are: [Cl:1][C:2]1[CH:3]=[C:4]([F:20])[C:5]([N:8]2[C:17](=[O:18])[CH:11]3[CH2:12][CH:13](O)[CH2:14][CH2:15][N:10]3[C:9]2=[O:19])=[N:6][CH:7]=1.C(N(S(F)(F)[F:27])CC)C.